The task is: Predict the reactants needed to synthesize the given product.. This data is from Full USPTO retrosynthesis dataset with 1.9M reactions from patents (1976-2016). (1) Given the product [O:30]=[C:31]([CH2:35][CH2:36][C:37]([OH:39])=[O:38])[C:32]([O:28][C@@H:14]1[CH2:13][CH2:12][C@@H:11]2[C@@H:16]([C:17]3[C:22]([C:9]([C:6]4[CH:7]=[N:8][C:3]([N:2]([CH3:1])[CH3:29])=[N:4][CH:5]=4)=[N:10]2)=[CH:21][C:20]([O:23][CH3:24])=[C:19]([O:25][CH2:26][CH3:27])[CH:18]=3)[CH2:15]1)=[O:33], predict the reactants needed to synthesize it. The reactants are: [CH3:1][N:2]([CH3:29])[C:3]1[N:8]=[CH:7][C:6]([C:9]2[C:22]3[C:17](=[CH:18][C:19]([O:25][CH2:26][CH3:27])=[C:20]([O:23][CH3:24])[CH:21]=3)[C@@H:16]3[C@@H:11]([CH2:12][CH2:13][C@@H:14]([OH:28])[CH2:15]3)[N:10]=2)=[CH:5][N:4]=1.[O:30]=[C:31]([CH2:35][CH2:36][C:37]([OH:39])=[O:38])[C:32](O)=[O:33]. (2) Given the product [F:8][C:4]1[CH:5]=[CH:6][CH:7]=[C:2]([F:1])[C:3]=1[N:9]1[C:14]2[N:15]=[C:16]([S:29]([CH3:30])=[O:54])[N:17]=[C:18]([C:19]3[CH:20]=[C:21]([CH:25]=[CH:26][C:27]=3[CH3:28])[C:22]([NH:40][CH2:39][CH2:38][C:32]3[CH:37]=[CH:36][CH:35]=[CH:34][CH:33]=3)=[O:23])[C:13]=2[CH:12]=[CH:11][C:10]1=[O:31], predict the reactants needed to synthesize it. The reactants are: [F:1][C:2]1[CH:7]=[CH:6][CH:5]=[C:4]([F:8])[C:3]=1[N:9]1[C:14]2[N:15]=[C:16]([S:29][CH3:30])[N:17]=[C:18]([C:19]3[CH:20]=[C:21]([CH:25]=[CH:26][C:27]=3[CH3:28])[C:22](O)=[O:23])[C:13]=2[CH:12]=[CH:11][C:10]1=[O:31].[C:32]1([CH2:38][CH2:39][NH2:40])[CH:37]=[CH:36][CH:35]=[CH:34][CH:33]=1.C(Cl)CCl.C1C=CC2N([OH:54])N=NC=2C=1.CCN(CC)CC. (3) Given the product [CH3:27][CH:23]1[NH:22][CH2:21][CH2:20][N:19]([C:16]2[CH:15]=[CH:14][C:13]3[NH:12][CH:11]=[C:10]4[C:25](=[O:26])[N:7]([C:1]5[CH:6]=[CH:5][CH:4]=[CH:3][CH:2]=5)[N:8]=[C:9]4[C:18]=3[N:17]=2)[CH2:24]1, predict the reactants needed to synthesize it. The reactants are: [C:1]1([N:7]2[C:25](=[O:26])[C:10]3=[CH:11][NH:12][C:13]4[CH:14]=[CH:15][C:16]([N:19]5[CH2:24][CH2:23][NH:22][CH2:21][CH2:20]5)=[N:17][C:18]=4[C:9]3=[N:8]2)[CH:6]=[CH:5][CH:4]=[CH:3][CH:2]=1.[CH3:27]C1NCCNC1. (4) Given the product [CH3:51][C:52]1([CH3:59])[CH2:57][CH2:56][CH2:55][CH2:54][CH:53]1[NH:58][C:25]([C:14]1[C:12]2[C:11](=[N:10][CH:9]=[C:8]([C:6]3[CH:5]=[N:4][N:3]([CH2:1][CH3:2])[CH:7]=3)[N:13]=2)[NH:16][CH:15]=1)=[O:27], predict the reactants needed to synthesize it. The reactants are: [CH2:1]([N:3]1[CH:7]=[C:6]([C:8]2[N:13]=[C:12]3[C:14]([C:25]([OH:27])=O)=[CH:15][N:16](COCC[Si](C)(C)C)[C:11]3=[N:10][CH:9]=2)[CH:5]=[N:4]1)[CH3:2].C1(C2N=C3C(C(O)=O)=CN(COCC[Si](C)(C)C)C3=NC=2)CC1.[CH3:51][C:52]1([CH3:59])[CH2:57][CH2:56][CH2:55][CH2:54][CH:53]1[NH2:58].Cl.NC1(C(O)(C)C)CCCC1. (5) Given the product [CH3:3][O:4][C:5]1[CH:10]=[CH:9][C:8]([C:11](=[O:13])[CH2:12][C:14](=[O:20])[C:15]([O:17][CH2:18][CH3:19])=[O:16])=[CH:7][CH:6]=1, predict the reactants needed to synthesize it. The reactants are: [H-].[Na+].[CH3:3][O:4][C:5]1[CH:10]=[CH:9][C:8]([C:11](=[O:13])[CH3:12])=[CH:7][CH:6]=1.[C:14](OCC)(=[O:20])[C:15]([O:17][CH2:18][CH3:19])=[O:16].Cl. (6) The reactants are: [C:1]([C:3]1([NH:6][C:7]([C@@H:9]2[CH2:13][C@@H:12]([S:14]([C:17]3[CH:22]=[CH:21][C:20]([F:23])=[CH:19][C:18]=3[Cl:24])(=[O:16])=[O:15])[CH2:11][C@H:10]2[CH2:25][OH:26])=[O:8])[CH2:5][CH2:4]1)#[N:2].[C:27]1(O)[CH:32]=[CH:31][CH:30]=[CH:29][CH:28]=1. Given the product [C:1]([C:3]1([NH:6][C:7]([C@@H:9]2[CH2:13][C@@H:12]([S:14]([C:17]3[CH:22]=[CH:21][C:20]([F:23])=[CH:19][C:18]=3[Cl:24])(=[O:15])=[O:16])[CH2:11][C@H:10]2[CH2:25][O:26][C:27]2[CH:32]=[CH:31][CH:30]=[CH:29][CH:28]=2)=[O:8])[CH2:5][CH2:4]1)#[N:2], predict the reactants needed to synthesize it.